From a dataset of NCI-60 drug combinations with 297,098 pairs across 59 cell lines. Regression. Given two drug SMILES strings and cell line genomic features, predict the synergy score measuring deviation from expected non-interaction effect. Drug 1: CC1C(C(CC(O1)OC2CC(OC(C2O)C)OC3=CC4=CC5=C(C(=O)C(C(C5)C(C(=O)C(C(C)O)O)OC)OC6CC(C(C(O6)C)O)OC7CC(C(C(O7)C)O)OC8CC(C(C(O8)C)O)(C)O)C(=C4C(=C3C)O)O)O)O. Drug 2: C1CC(=O)NC(=O)C1N2C(=O)C3=CC=CC=C3C2=O. Cell line: ACHN. Synergy scores: CSS=30.6, Synergy_ZIP=1.91, Synergy_Bliss=1.48, Synergy_Loewe=-39.5, Synergy_HSA=-1.25.